This data is from Reaction yield outcomes from USPTO patents with 853,638 reactions. The task is: Predict the reaction yield, written as a fraction of the theoretical maximum amount of product (1.0 means a 100% yield; for example, 0.34 means a 34% yield). (1) The reactants are Cl.C(OC(=O)[NH:8][C:9]1[CH:14]=[C:13]([O:15][C:16]2[CH:21]=[CH:20][C:19]([NH:22][C:23]([O:25][CH2:26][C:27]3[CH:32]=[CH:31][CH:30]=[CH:29][CH:28]=3)=[O:24])=[CH:18][C:17]=2[F:33])[CH:12]=[CH:11][N:10]=1)(C)(C)C.C(OCC)C.[OH-].[Na+]. The catalyst is C(OCC)(=O)C. The product is [CH2:26]([O:25][C:23](=[O:24])[NH:22][C:19]1[CH:20]=[CH:21][C:16]([O:15][C:13]2[CH:12]=[CH:11][N:10]=[C:9]([NH2:8])[CH:14]=2)=[C:17]([F:33])[CH:18]=1)[C:27]1[CH:28]=[CH:29][CH:30]=[CH:31][CH:32]=1. The yield is 0.117. (2) The yield is 0.990. The product is [C:6]([CH:14]([NH2:13])[CH2:15][O:16][CH2:17][CH2:18][OH:19])([O:7][C:8]([CH3:9])([CH3:10])[CH3:11])=[O:12]. The catalyst is C(Cl)(Cl)Cl. The reactants are C(O[C:6](=[O:12])[O:7][C:8]([CH3:11])([CH3:10])[CH3:9])(C)(C)C.[NH2:13][CH2:14][CH2:15][O:16][CH2:17][CH2:18][OH:19]. (3) The reactants are [CH:1]([CH:4]1[C:9]2=[CH:10][C:11]3[CH:12]=[CH:13][C:14]([S:17][CH3:18])=[CH:15][C:16]=3[N:8]2[CH2:7][CH2:6][NH:5]1)([CH3:3])[CH3:2].CCN(C(C)C)C(C)C.Cl[C:29]1[N:34]=[C:33]([C:35]([F:38])([F:37])[F:36])[C:32]([C:39](=[O:41])[CH3:40])=[CH:31][N:30]=1. The catalyst is CC(O)C. The product is [CH:1]([CH:4]1[C:9]2=[CH:10][C:11]3[CH:12]=[CH:13][C:14]([S:17][CH3:18])=[CH:15][C:16]=3[N:8]2[CH2:7][CH2:6][N:5]1[C:29]1[N:34]=[C:33]([C:35]([F:36])([F:37])[F:38])[C:32]([C:39](=[O:41])[CH3:40])=[CH:31][N:30]=1)([CH3:3])[CH3:2]. The yield is 0.697. (4) The catalyst is CO.O. The reactants are C([O-])([O-])=O.[K+].[K+].FC(F)(F)C([N:11]([CH2:22][C:23]([O:25][C:26]([CH3:29])([CH3:28])[CH3:27])=[O:24])[CH2:12][C:13]1[CH:18]=[CH:17][CH:16]=[C:15]([N+:19]([O-:21])=[O:20])[CH:14]=1)=O. The yield is 0.470. The product is [N+:19]([C:15]1[CH:14]=[C:13]([CH:18]=[CH:17][CH:16]=1)[CH2:12][NH:11][CH2:22][C:23]([O:25][C:26]([CH3:27])([CH3:28])[CH3:29])=[O:24])([O-:21])=[O:20]. (5) The reactants are [CH3:1][C:2]1[O:6][C:5]([C:7]([OH:9])=O)=[CH:4][C:3]=1[C:10]1[N:14]([CH3:15])[N:13]=[CH:12][CH:11]=1.[NH2:16][C@@H:17]([CH2:30][C:31]1[CH:36]=[CH:35][C:34]([F:37])=[CH:33][C:32]=1F)[CH2:18][N:19]1[C:27](=[O:28])[C:26]2[C:21](=[CH:22][CH:23]=[CH:24][CH:25]=2)[C:20]1=[O:29].C(N(CC)C(C)C)(C)C.[F:48][P-](F)(F)(F)(F)F.Br[P+](N1CCCC1)(N1CCCC1)N1CCCC1. The catalyst is C(Cl)Cl. The product is [F:48][C:33]1[CH:32]=[C:31]([CH2:30][C@H:17]([NH:16][C:7]([C:5]2[O:6][C:2]([CH3:1])=[C:3]([C:10]3[N:14]([CH3:15])[N:13]=[CH:12][CH:11]=3)[CH:4]=2)=[O:9])[CH2:18][N:19]2[C:27](=[O:28])[C:26]3[C:21](=[CH:22][CH:23]=[CH:24][CH:25]=3)[C:20]2=[O:29])[CH:36]=[CH:35][C:34]=1[F:37]. The yield is 0.370. (6) The reactants are [N:1]1[CH:2]=[CH:3][N:4]2[C:9]=1[CH:8]=[CH:7][C:6]([O:10][C:11]1[CH:12]=[C:13]([CH:15]=[CH:16][CH:17]=1)[NH2:14])=[N:5]2.[C:18](Cl)(=[O:25])[C:19]1[CH:24]=[CH:23][CH:22]=[CH:21][CH:20]=1. The catalyst is CN1CCCC1=O.[OH-].[Na+]. The product is [N:1]1[CH:2]=[CH:3][N:4]2[C:9]=1[CH:8]=[CH:7][C:6]([O:10][C:11]1[CH:12]=[C:13]([NH:14][C:18](=[O:25])[C:19]3[CH:24]=[CH:23][CH:22]=[CH:21][CH:20]=3)[CH:15]=[CH:16][CH:17]=1)=[N:5]2. The yield is 0.740. (7) The reactants are [C:1]([O:5][C:6]([N:8]([CH3:31])[CH2:9][CH2:10][N:11]([CH2:13][C:14]1[C:22]2[C:17](=[CH:18][CH:19]=[CH:20][C:21]=2[OH:23])[N:16]([C:24]([O:26][C:27]([CH3:30])([CH3:29])[CH3:28])=[O:25])[N:15]=1)[CH3:12])=[O:7])([CH3:4])([CH3:3])[CH3:2].CS(O[CH2:37][CH2:38][CH2:39][CH:40]1[CH2:44][O:43][C:42]([CH3:46])([CH3:45])[O:41]1)(=O)=O.C(=O)([O-])[O-].[Cs+].[Cs+]. The catalyst is C(#N)C. The product is [C:1]([O:5][C:6]([N:8]([CH3:31])[CH2:9][CH2:10][N:11]([CH2:13][C:14]1[C:22]2[C:17](=[CH:18][CH:19]=[CH:20][C:21]=2[O:23][CH2:37][CH2:38][CH2:39][CH:40]2[CH2:44][O:43][C:42]([CH3:46])([CH3:45])[O:41]2)[N:16]([C:24]([O:26][C:27]([CH3:30])([CH3:29])[CH3:28])=[O:25])[N:15]=1)[CH3:12])=[O:7])([CH3:3])([CH3:2])[CH3:4]. The yield is 0.455. (8) The reactants are [N+:1]([C:4]1[CH:5]=[C:6]([CH:11]=[C:12]([N+]([O-])=O)[CH:13]=1)[C:7]([O:9][CH3:10])=[O:8])([O-:3])=[O:2].[O:17]([CH3:19])[Li].Cl. The catalyst is CO. The product is [CH3:19][O:17][C:12]1[CH:11]=[C:6]([CH:5]=[C:4]([N+:1]([O-:3])=[O:2])[CH:13]=1)[C:7]([O:9][CH3:10])=[O:8]. The yield is 0.560. (9) The reactants are [CH2:1]([N:3]1[CH2:11][C:10]2[C:5](=[CH:6][CH:7]=[C:8]([N+:12]([O-])=O)[CH:9]=2)[CH2:4]1)[CH3:2].CCN(CC)CC.[CH3:22][C:23](OC(C)=O)=[O:24]. The catalyst is CO.[Pd]. The product is [CH2:1]([N:3]1[CH2:11][C:10]2[C:5](=[CH:6][CH:7]=[C:8]([NH:12][C:23](=[O:24])[CH3:22])[CH:9]=2)[CH2:4]1)[CH3:2]. The yield is 0.880. (10) The reactants are C([NH:4][C:5]1([CH2:14][C:15]([O:17]CC)=[O:16])[CH2:13][C:12]2[C:7](=[CH:8][CH:9]=[CH:10][CH:11]=2)[CH2:6]1)(=O)C.[ClH:20]. No catalyst specified. The product is [ClH:20].[NH2:4][C:5]1([CH2:14][C:15]([OH:17])=[O:16])[CH2:6][C:7]2[C:12](=[CH:11][CH:10]=[CH:9][CH:8]=2)[CH2:13]1. The yield is 0.610.